Dataset: Forward reaction prediction with 1.9M reactions from USPTO patents (1976-2016). Task: Predict the product of the given reaction. (1) Given the reactants [OH:1][C:2]1[CH:11]=[CH:10][CH:9]=[C:8]2[C:3]=1[CH:4]=[CH:5][NH:6][C:7]2=[O:12].[OH-].[K+].[CH2:15](Br)[C:16]1[CH:21]=[CH:20][CH:19]=[CH:18][CH:17]=1, predict the reaction product. The product is: [CH2:15]([O:1][C:2]1[CH:11]=[CH:10][CH:9]=[C:8]2[C:3]=1[CH:4]=[CH:5][NH:6][C:7]2=[O:12])[C:16]1[CH:21]=[CH:20][CH:19]=[CH:18][CH:17]=1. (2) Given the reactants [C:1]([N:4]1[C:13]2[C:8](=[CH:9][C:10](Br)=[CH:11][CH:12]=2)[C@H:7]([NH:15][C:16](=[O:21])[O:17][CH:18]([CH3:20])[CH3:19])[CH2:6][C@@H:5]1[CH3:22])(=[O:3])[CH3:2].C(=O)([O-])[O-].[K+].[K+].[NH:29]1[C:33](B(O)O)=[CH:32][CH:31]=[N:30]1, predict the reaction product. The product is: [C:1]([N:4]1[C:13]2[C:8](=[CH:9][C:10]([C:31]3[NH:30][N:29]=[CH:33][CH:32]=3)=[CH:11][CH:12]=2)[C@H:7]([NH:15][C:16](=[O:21])[O:17][CH:18]([CH3:20])[CH3:19])[CH2:6][C@@H:5]1[CH3:22])(=[O:3])[CH3:2]. (3) Given the reactants [CH3:1][C:2]1([CH3:5])[CH2:4][O:3]1.[C@H:6]1([OH:13])[CH2:11][CH2:10][C@@H:9]([OH:12])[CH2:8][CH2:7]1.[OH-].[K+], predict the reaction product. The product is: [OH:3][C:2]([CH3:5])([CH3:4])[CH2:1][O:12][C@@H:9]1[CH2:10][CH2:11][C@H:6]([OH:13])[CH2:7][CH2:8]1. (4) Given the reactants [F:1][C:2]1[CH:3]=[C:4]([C@H]2CC[C@H](C=C)CC2)[CH:5]=[CH:6][CH:7]=1.[CH:16]([Li])(CC)C.C[O:22][B:23]([O:26]C)OC.Cl.[C:29]1([CH3:35])[CH:34]=[CH:33][CH:32]=[CH:31][CH:30]=1, predict the reaction product. The product is: [CH:35]([C@H:29]1[CH2:34][CH2:33][C@H:32]([C:7]2[CH:6]=[CH:5][C:4]([B:23]([OH:26])[OH:22])=[CH:3][C:2]=2[F:1])[CH2:31][CH2:30]1)=[CH2:16]. (5) The product is: [C:14]([NH:13][C:11]1[S:12][C:8]2[C:7]3[N:31]([C:30]4[CH:29]=[CH:28][C:23]([C:24]([O:26][CH3:27])=[O:25])=[CH:22][C:21]=4[Cl:20])[N:32]=[C:4]([CH:1]4[CH2:3][CH2:2]4)[C:6]=3[CH2:18][CH2:17][C:9]=2[N:10]=1)(=[O:16])[CH3:15]. Given the reactants [CH:1]1([C:4]([CH:6]2[CH2:18][CH2:17][C:9]3[N:10]=[C:11]([NH:13][C:14](=[O:16])[CH3:15])[S:12][C:8]=3[C:7]2=O)=O)[CH2:3][CH2:2]1.[Cl:20][C:21]1[CH:22]=[C:23]([CH:28]=[CH:29][C:30]=1[NH:31][NH2:32])[C:24]([O:26][CH3:27])=[O:25], predict the reaction product. (6) Given the reactants [S:1]1[C:5]2[CH:6]=[CH:7][CH:8]=[CH:9][C:4]=2[N:3]=[C:2]1[S:10][CH:11]([CH3:15])[C:12]([OH:14])=O.[NH:16]1[C:25]2[C:20](=[CH:21][CH:22]=[CH:23][CH:24]=2)[CH2:19][CH2:18][CH2:17]1, predict the reaction product. The product is: [S:1]1[C:5]2[CH:6]=[CH:7][CH:8]=[CH:9][C:4]=2[N:3]=[C:2]1[S:10][CH:11]([CH3:15])[C:12]([N:16]1[C:25]2[C:20](=[CH:21][CH:22]=[CH:23][CH:24]=2)[CH2:19][CH2:18][CH2:17]1)=[O:14]. (7) Given the reactants [N:1]1([C:6]([C@@H:8]2[CH2:13][CH2:12][CH2:11][N:10](C(OC(C)(C)C)=O)[CH2:9]2)=[O:7])[CH2:5][CH2:4][CH2:3][CH2:2]1.[ClH:21].O1CCOCC1, predict the reaction product. The product is: [ClH:21].[NH:10]1[CH2:11][CH2:12][CH2:13][C@@H:8]([C:6]([N:1]2[CH2:2][CH2:3][CH2:4][CH2:5]2)=[O:7])[CH2:9]1.